Dataset: NCI-60 drug combinations with 297,098 pairs across 59 cell lines. Task: Regression. Given two drug SMILES strings and cell line genomic features, predict the synergy score measuring deviation from expected non-interaction effect. (1) Drug 1: C1CC(=O)NC(=O)C1N2CC3=C(C2=O)C=CC=C3N. Drug 2: CN1C(=O)N2C=NC(=C2N=N1)C(=O)N. Cell line: RXF 393. Synergy scores: CSS=-0.422, Synergy_ZIP=0.207, Synergy_Bliss=0.316, Synergy_Loewe=-1.55, Synergy_HSA=-1.34. (2) Drug 1: CC1=CC2C(CCC3(C2CCC3(C(=O)C)OC(=O)C)C)C4(C1=CC(=O)CC4)C. Drug 2: C1=CC(=CC=C1C#N)C(C2=CC=C(C=C2)C#N)N3C=NC=N3. Cell line: UACC62. Synergy scores: CSS=1.21, Synergy_ZIP=0.634, Synergy_Bliss=0.923, Synergy_Loewe=1.45, Synergy_HSA=0.504. (3) Drug 2: CC=C1C(=O)NC(C(=O)OC2CC(=O)NC(C(=O)NC(CSSCCC=C2)C(=O)N1)C(C)C)C(C)C. Cell line: NCI/ADR-RES. Drug 1: CC1=C(C=C(C=C1)C(=O)NC2=CC(=CC(=C2)C(F)(F)F)N3C=C(N=C3)C)NC4=NC=CC(=N4)C5=CN=CC=C5. Synergy scores: CSS=-1.48, Synergy_ZIP=-0.0193, Synergy_Bliss=-4.75, Synergy_Loewe=-12.0, Synergy_HSA=-5.81.